From a dataset of Full USPTO retrosynthesis dataset with 1.9M reactions from patents (1976-2016). Predict the reactants needed to synthesize the given product. (1) Given the product [Cl:1][C:2]1[CH:7]=[C:6]([Cl:8])[CH:5]=[CH:4][C:3]=1[C:9]1[N:10]=[C:11](/[CH:18]=[CH:19]/[C:20]2[CH:25]=[CH:24][C:23]([O:26][CH3:27])=[CH:22][CH:21]=2)[N:12]([CH2:14][C:15]([NH:35][CH2:34][CH2:33][C:32]2[CH:36]=[CH:37][C:29]([F:28])=[CH:30][CH:31]=2)=[O:17])[CH:13]=1, predict the reactants needed to synthesize it. The reactants are: [Cl:1][C:2]1[CH:7]=[C:6]([Cl:8])[CH:5]=[CH:4][C:3]=1[C:9]1[N:10]=[C:11](/[CH:18]=[CH:19]/[C:20]2[CH:25]=[CH:24][C:23]([O:26][CH3:27])=[CH:22][CH:21]=2)[N:12]([CH2:14][C:15]([OH:17])=O)[CH:13]=1.[F:28][C:29]1[CH:37]=[CH:36][C:32]([CH2:33][CH2:34][NH2:35])=[CH:31][CH:30]=1. (2) Given the product [Br:1][C:24]1[C:19]([O:17][CH3:18])=[CH:20][C:21]([N:25]2[CH2:30][CH2:29][N:28]([C:31]([O:33][C:34]([CH3:37])([CH3:36])[CH3:35])=[O:32])[CH2:27][CH2:26]2)=[N:22][CH:23]=1, predict the reactants needed to synthesize it. The reactants are: [Br:1]C1C=C(OC)C(N2CCN(C)CC2)=NC=1.[O:17]([C:19]1[CH:24]=[CH:23][N:22]=[C:21]([N:25]2[CH2:30][CH2:29][N:28]([C:31]([O:33][C:34]([CH3:37])([CH3:36])[CH3:35])=[O:32])[CH2:27][CH2:26]2)[CH:20]=1)[CH3:18]. (3) Given the product [CH:1]([NH:4][C:5]([N:7]1[CH2:8][CH2:9][CH:10]([CH2:13][CH2:14][O:15][C:16]2[CH:24]=[CH:23][CH:22]=[C:18]([C:19](=[O:21])[NH:25][CH:26]3[CH:27]4[CH2:35][CH:31]5[CH2:30][C:29]([CH2:36][OH:37])([CH2:34][CH:33]3[CH2:32]5)[CH2:28]4)[CH:17]=2)[CH2:11][CH2:12]1)=[O:6])([CH3:2])[CH3:3], predict the reactants needed to synthesize it. The reactants are: [CH:1]([NH:4][C:5]([N:7]1[CH2:12][CH2:11][CH:10]([CH2:13][CH2:14][O:15][C:16]2[CH:17]=[C:18]([CH:22]=[CH:23][CH:24]=2)[C:19]([OH:21])=O)[CH2:9][CH2:8]1)=[O:6])([CH3:3])[CH3:2].[NH2:25][CH:26]1[CH:33]2[CH2:34][C:29]3([CH2:36][OH:37])[CH2:30][CH:31]([CH2:35][CH:27]1[CH2:28]3)[CH2:32]2. (4) Given the product [O:14]([C:21]1[CH:22]=[C:23]([NH:24][CH2:9][C:8]2[CH:11]=[CH:12][CH:13]=[C:6]([O:5][C:1]([CH3:4])([CH3:3])[CH3:2])[CH:7]=2)[CH:25]=[CH:26][CH:27]=1)[C:15]1[CH:16]=[CH:17][CH:18]=[CH:19][CH:20]=1, predict the reactants needed to synthesize it. The reactants are: [C:1]([O:5][C:6]1[CH:7]=[C:8]([CH:11]=[CH:12][CH:13]=1)[CH:9]=O)([CH3:4])([CH3:3])[CH3:2].[O:14]([C:21]1[CH:22]=[C:23]([CH:25]=[CH:26][CH:27]=1)[NH2:24])[C:15]1[CH:20]=[CH:19][CH:18]=[CH:17][CH:16]=1.[BH-](OC(C)=O)(OC(C)=O)OC(C)=O.[Na+].C(O)(=O)C. (5) The reactants are: CO[C:3]1([C:8]2[CH:13]=[CH:12][C:11]([S:14][CH3:15])=[CH:10][CH:9]=2)[C:5]([CH3:7])([CH3:6])[O:4]1.[CH:16]([NH:19][CH3:20])([CH3:18])[CH3:17].CSC1C=CC(C(C2(N3CCCC3)CCCCC2)=O)=CC=1. Given the product [CH:16]([N:19]([CH3:20])[C:5]([CH3:7])([CH3:6])[C:3]([C:8]1[CH:13]=[CH:12][C:11]([S:14][CH3:15])=[CH:10][CH:9]=1)=[O:4])([CH3:18])[CH3:17], predict the reactants needed to synthesize it. (6) Given the product [Br:16][C:17]1[CH:22]=[CH:21][CH:20]=[CH:19][C:18]=1[NH:23][C:24](=[O:27])[CH2:25][S:15][C:4]1[N:5]([C:8]2[CH:13]=[CH:12][C:11]([CH3:14])=[CH:10][CH:9]=2)[C:6]([CH3:7])=[C:2]([CH3:1])[N:3]=1, predict the reactants needed to synthesize it. The reactants are: [CH3:1][C:2]1[N:3]=[C:4]([SH:15])[N:5]([C:8]2[CH:13]=[CH:12][C:11]([CH3:14])=[CH:10][CH:9]=2)[C:6]=1[CH3:7].[Br:16][C:17]1[CH:22]=[CH:21][CH:20]=[CH:19][C:18]=1[NH:23][C:24](=[O:27])[CH2:25]Cl.C(=O)([O-])[O-].[K+].[K+]. (7) Given the product [Cl:1][C:2]1[C:3]([C:11]#[N:12])=[C:4]([C:8]([NH:22][C@@H:23]2[CH2:28][CH2:27][N:26]([C:29]([O:31][CH2:32][CH3:33])=[O:30])[CH2:25][C@@H:24]2[O:34][CH2:35][CH2:36][CH3:37])=[O:10])[NH:5][C:6]=1[CH3:7], predict the reactants needed to synthesize it. The reactants are: [Cl:1][C:2]1[C:3]([C:11]#[N:12])=[C:4]([C:8]([OH:10])=O)[NH:5][C:6]=1[CH3:7].ClC1C=C(C([NH:22][C@H:23]2[CH2:28][CH2:27][N:26]([C:29]([O:31][CH2:32][CH3:33])=[O:30])[CH2:25][C@H:24]2[O:34][CH2:35][CH2:36][CH3:37])=O)NC=1C.ON1C2C=CC=CC=2N=N1.CN1CCOCC1. (8) The reactants are: [CH2:1]([OH:8])[C:2]1[CH:7]=[CH:6][CH:5]=[CH:4][CH:3]=1.[H-].[Na+].[CH2:11]([O:13][C:14](=[O:23])[C:15]1[C:20](F)=[CH:19][N:18]=[C:17]([Br:22])[CH:16]=1)[CH3:12].O. Given the product [CH2:11]([O:13][C:14](=[O:23])[C:15]1[C:20]([O:8][CH2:1][C:2]2[CH:7]=[CH:6][CH:5]=[CH:4][CH:3]=2)=[CH:19][N:18]=[C:17]([Br:22])[CH:16]=1)[CH3:12], predict the reactants needed to synthesize it.